This data is from Forward reaction prediction with 1.9M reactions from USPTO patents (1976-2016). The task is: Predict the product of the given reaction. (1) Given the reactants Br[C:2]1[CH:3]=[CH:4][C:5]2[O:14][CH2:13][CH2:12][C:11]3[S:10][C:9]([C:15]4[N:16]([CH:20]([CH3:22])[CH3:21])[N:17]=[CH:18][N:19]=4)=[N:8][C:7]=3[C:6]=2[CH:23]=1.[CH3:24][O:25][C:26]1[CH:31]=[CH:30][CH:29]=[CH:28][C:27]=1B(O)O, predict the reaction product. The product is: [CH:20]([N:16]1[C:15]([C:9]2[S:10][C:11]3[CH2:12][CH2:13][O:14][C:5]4[CH:4]=[CH:3][C:2]([C:27]5[CH:28]=[CH:29][CH:30]=[CH:31][C:26]=5[O:25][CH3:24])=[CH:23][C:6]=4[C:7]=3[N:8]=2)=[N:19][CH:18]=[N:17]1)([CH3:22])[CH3:21]. (2) Given the reactants [F:1][C:2]1[CH:3]=[C:4]([CH2:9][OH:10])[CH:5]=[C:6]([I:8])[CH:7]=1.C1C=C[NH+]=CC=1.[O-][Cr](Cl)(=O)=O, predict the reaction product. The product is: [F:1][C:2]1[CH:3]=[C:4]([CH:5]=[C:6]([I:8])[CH:7]=1)[CH:9]=[O:10]. (3) Given the reactants [CH:1]1([N:7]([CH3:26])[C:8]([N:10]2[CH:14]=[C:13]([C:15]3[CH:20]=[CH:19][C:18]([O:21][CH3:22])=[C:17]([N+:23]([O-])=O)[CH:16]=3)[N:12]=[CH:11]2)=[O:9])[CH2:6][CH2:5][CH2:4][CH2:3][CH2:2]1, predict the reaction product. The product is: [NH2:23][C:17]1[CH:16]=[C:15]([C:13]2[N:12]=[CH:11][N:10]([C:8]([N:7]([CH:1]3[CH2:6][CH2:5][CH2:4][CH2:3][CH2:2]3)[CH3:26])=[O:9])[CH:14]=2)[CH:20]=[CH:19][C:18]=1[O:21][CH3:22]. (4) Given the reactants [CH:1]([C:4]1[NH:9][C:8](=O)[C:7]([C:11]#[N:12])=[CH:6][CH:5]=1)([CH3:3])[CH3:2].[Br-:13].O=P12OP3(OP(OP(O3)(O1)=O)(=O)O2)=O.O, predict the reaction product. The product is: [Br:13][C:8]1[N:9]=[C:4]([CH:1]([CH3:3])[CH3:2])[CH:5]=[CH:6][C:7]=1[C:11]#[N:12]. (5) Given the reactants Cl.[OH:2][CH2:3][C:4]1[N:5]=[CH:6][NH:7][CH:8]=1.O[N:10]1[C:14](=[O:15])[C:13]2=[CH:16][CH:17]=[CH:18][CH:19]=[C:12]2[C:11]1=[O:20].C1(P(C2C=CC=CC=2)C2C=CC=CC=2)C=CC=CC=1.N(C(OCC)=O)=NC(OCC)=O, predict the reaction product. The product is: [NH:7]1[CH:8]=[C:4]([CH2:3][O:2][N:10]2[C:14](=[O:15])[C:13]3[C:12](=[CH:19][CH:18]=[CH:17][CH:16]=3)[C:11]2=[O:20])[N:5]=[CH:6]1. (6) The product is: [NH:10]1[CH2:11][CH2:12][CH:7]([CH:5]([CH3:6])[C:4]([O:3][CH2:1][CH3:2])=[O:20])[CH2:8][CH2:9]1. Given the reactants [CH2:1]([O:3][C:4](=[O:20])[CH:5]([CH:7]1[CH2:12][CH2:11][N:10](C(OC(C)(C)C)=O)[CH2:9][CH2:8]1)[CH3:6])[CH3:2].Cl.O1CCOCC1, predict the reaction product. (7) Given the reactants C(OC([N:8]1[CH2:13][CH2:12][N:11]([C:14]2[CH:19]=[N:18][C:17]([C:20]([NH:22][C:23]3[CH:28]=[CH:27][CH:26]=[CH:25][C:24]=3[NH:29]C(OC(C)(C)C)=O)=[O:21])=[CH:16][N:15]=2)[CH2:10][CH2:9]1)=O)(C)(C)C.[ClH:37], predict the reaction product. The product is: [ClH:37].[ClH:37].[ClH:37].[NH2:29][C:24]1[CH:25]=[CH:26][CH:27]=[CH:28][C:23]=1[NH:22][C:20]([C:17]1[CH:16]=[N:15][C:14]([N:11]2[CH2:10][CH2:9][NH:8][CH2:13][CH2:12]2)=[CH:19][N:18]=1)=[O:21].